Dataset: Reaction yield outcomes from USPTO patents with 853,638 reactions. Task: Predict the reaction yield, written as a fraction of the theoretical maximum amount of product (1.0 means a 100% yield; for example, 0.34 means a 34% yield). (1) The reactants are [Cl-].O[NH3+:3].[C:4](=[O:7])([O-])[OH:5].[Na+].CS(C)=O.[OH:13][C:14]([CH3:45])([CH3:44])[CH2:15][N:16]1[C:21](=[O:22])[C:20]([CH2:23][C:24]2[CH:29]=[CH:28][C:27]([C:30]3[C:31]([C:36]#[N:37])=[CH:32][CH:33]=[CH:34][CH:35]=3)=[CH:26][CH:25]=2)=[C:19]([CH2:38][CH2:39][CH3:40])[N:18]2[N:41]=[CH:42][N:43]=[C:17]12. The catalyst is C(OCC)(=O)C. The product is [OH:13][C:14]([CH3:44])([CH3:45])[CH2:15][N:16]1[C:21](=[O:22])[C:20]([CH2:23][C:24]2[CH:25]=[CH:26][C:27]([C:30]3[CH:35]=[CH:34][CH:33]=[CH:32][C:31]=3[C:36]3[NH:3][C:4](=[O:7])[O:5][N:37]=3)=[CH:28][CH:29]=2)=[C:19]([CH2:38][CH2:39][CH3:40])[N:18]2[N:41]=[CH:42][N:43]=[C:17]12. The yield is 0.240. (2) The reactants are [Cl:1][C:2]1[CH:7]=[CH:6][C:5]([N:8]2[C:13](=[O:14])[C:12]3[C:15]([S:24]([CH3:27])(=[O:26])=[O:25])=[N:16][N:17]([C:18]4[CH:23]=[CH:22][CH:21]=[CH:20][CH:19]=4)[C:11]=3[N:10]=[C:9]2[C:28]2[CH:33]=[CH:32][C:31]([C:34]3[CH:39]=[CH:38][N:37]=[C:36](Cl)[N:35]=3)=[CH:30][CH:29]=2)=[CH:4][CH:3]=1.[O:41]([C:43]1[CH:50]=[CH:49][C:46]([CH2:47][NH2:48])=[CH:45][CH:44]=1)[CH3:42]. The catalyst is CCO. The product is [Cl:1][C:2]1[CH:3]=[CH:4][C:5]([N:8]2[C:13](=[O:14])[C:12]3[C:15]([S:24]([CH3:27])(=[O:26])=[O:25])=[N:16][N:17]([C:18]4[CH:23]=[CH:22][CH:21]=[CH:20][CH:19]=4)[C:11]=3[N:10]=[C:9]2[C:28]2[CH:33]=[CH:32][C:31]([C:34]3[CH:39]=[CH:38][N:37]=[C:36]([NH:48][CH2:47][C:46]4[CH:49]=[CH:50][C:43]([O:41][CH3:42])=[CH:44][CH:45]=4)[N:35]=3)=[CH:30][CH:29]=2)=[CH:6][CH:7]=1. The yield is 0.800. (3) The reactants are [F:1][C:2]([F:12])([F:11])[C:3]1[CH:9]=[C:8]([Br:10])[CH:7]=[CH:6][C:4]=1[NH2:5].[C:13](OC(=O)C)(=[O:15])[CH3:14]. The catalyst is O1CCCC1. The product is [Br:10][C:8]1[CH:7]=[CH:6][C:4]([NH:5][C:13](=[O:15])[CH3:14])=[C:3]([C:2]([F:1])([F:11])[F:12])[CH:9]=1. The yield is 0.900. (4) The yield is 0.985. The catalyst is C(Cl)Cl. The reactants are [C:1]1([SH:7])[CH:6]=[CH:5][CH:4]=[CH:3][CH:2]=1.Cl[C:9]([O:11][CH:12]([Cl:14])[CH3:13])=[O:10].C(N(CC)CC)C. The product is [C:9](=[O:10])([S:7][C:1]1[CH:6]=[CH:5][CH:4]=[CH:3][CH:2]=1)[O:11][CH:12]([Cl:14])[CH3:13]. (5) The reactants are [OH:1][CH2:2][CH:3]1[NH:8][CH2:7][CH2:6][N:5]([C:9]([O:11][C:12]([CH3:15])([CH3:14])[CH3:13])=[O:10])[CH2:4]1.[N:16]([C:19]1[CH:29]=[CH:28][C:22]([C:23]([O:25][CH2:26][CH3:27])=[O:24])=[CH:21][CH:20]=1)=[C:17]=[O:18]. The yield is 0.800. The catalyst is O1CCCC1. The product is [CH2:26]([O:25][C:23]([C:22]1[CH:28]=[CH:29][C:19]([NH:16][C:17]([N:8]2[CH2:7][CH2:6][N:5]([C:9]([O:11][C:12]([CH3:15])([CH3:14])[CH3:13])=[O:10])[CH2:4][CH:3]2[CH2:2][OH:1])=[O:18])=[CH:20][CH:21]=1)=[O:24])[CH3:27].